Dataset: Forward reaction prediction with 1.9M reactions from USPTO patents (1976-2016). Task: Predict the product of the given reaction. Given the reactants [CH2:1]([N:8]([C:18]1[CH:23]=[CH:22][CH:21]=[C:20](Br)[CH:19]=1)[S:9]([C:12]1[CH:17]=[CH:16][CH:15]=[CH:14][CH:13]=1)(=[O:11])=[O:10])[C:2]1[CH:7]=[CH:6][CH:5]=[CH:4][CH:3]=1.[NH:25]1[CH2:30][CH2:29][O:28][CH2:27][CH2:26]1.C1(P(C2CCCCC2)C2C=CC=CC=2C2C(OC)=CC=CC=2OC)CCCCC1.CC(C)([O-])C.[Na+], predict the reaction product. The product is: [CH2:1]([N:8]([C:18]1[CH:23]=[CH:22][CH:21]=[C:20]([N:25]2[CH2:30][CH2:29][O:28][CH2:27][CH2:26]2)[CH:19]=1)[S:9]([C:12]1[CH:17]=[CH:16][CH:15]=[CH:14][CH:13]=1)(=[O:11])=[O:10])[C:2]1[CH:7]=[CH:6][CH:5]=[CH:4][CH:3]=1.